Dataset: Catalyst prediction with 721,799 reactions and 888 catalyst types from USPTO. Task: Predict which catalyst facilitates the given reaction. (1) Reactant: [Li]CCCC.C(NC(C)C)(C)C.[C:13]([N:18]1[C@@H:22]([CH3:23])[C@@H:21]([C:24]2[CH:29]=[CH:28][CH:27]=[CH:26][CH:25]=2)[O:20][C:19]1=[O:30])(=[O:17])[CH2:14][CH2:15][CH3:16].C[C@H]1[C@@H](C2C=CC=CC=2)OC(=O)N1.Br[CH2:45][C:46]1[CH:51]=[CH:50][C:49]([O:52][CH3:53])=[CH:48][C:47]=1[CH:54]=[CH2:55]. Product: [CH3:53][O:52][C:49]1[CH:50]=[CH:51][C:46]([CH2:45][C@@H:14]([CH2:15][CH3:16])[C:13]([N:18]2[C@@H:22]([CH3:23])[C@@H:21]([C:24]3[CH:25]=[CH:26][CH:27]=[CH:28][CH:29]=3)[O:20][C:19]2=[O:30])=[O:17])=[C:47]([CH:54]=[CH2:55])[CH:48]=1. The catalyst class is: 1. (2) Reactant: [CH2:1]([C:3]1[CH:8]=[C:7]([C:9]#[C:10][CH3:11])[CH:6]=[C:5]([CH3:12])[C:4]=1[C:13]1[C:14](=[O:31])[CH:15]([CH2:20][CH2:21][NH:22][C:23]([C:25]2[CH:30]=[CH:29][CH:28]=[CH:27][N:26]=2)=[O:24])[CH2:16][C:17]=1[O:18]C)[CH3:2].Cl. Product: [CH2:1]([C:3]1[CH:8]=[C:7]([C:9]#[C:10][CH3:11])[CH:6]=[C:5]([CH3:12])[C:4]=1[CH:13]1[C:17](=[O:18])[CH2:16][CH:15]([CH2:20][CH2:21][NH:22][C:23]([C:25]2[CH:30]=[CH:29][CH:28]=[CH:27][N:26]=2)=[O:24])[C:14]1=[O:31])[CH3:2]. The catalyst class is: 21.